The task is: Regression. Given a peptide amino acid sequence and an MHC pseudo amino acid sequence, predict their binding affinity value. This is MHC class II binding data.. This data is from Peptide-MHC class II binding affinity with 134,281 pairs from IEDB. (1) The peptide sequence is WKPDTVYTSKLQFGA. The MHC is HLA-DQA10401-DQB10402 with pseudo-sequence HLA-DQA10401-DQB10402. The binding affinity (normalized) is 0.157. (2) The peptide sequence is RPGLLIGFGLRTLWS. The MHC is DRB1_0404 with pseudo-sequence DRB1_0404. The binding affinity (normalized) is 0.644. (3) The peptide sequence is LETVAIDRPAEARKV. The MHC is DRB1_0405 with pseudo-sequence DRB1_0405. The binding affinity (normalized) is 0.141. (4) The peptide sequence is VQTAVDFGNSYIAEM. The MHC is DRB1_0404 with pseudo-sequence DRB1_0404. The binding affinity (normalized) is 0.283.